This data is from Forward reaction prediction with 1.9M reactions from USPTO patents (1976-2016). The task is: Predict the product of the given reaction. (1) Given the reactants Br[C:2]1[CH:35]=[CH:34][C:5]([CH2:6][N:7]2[C:11]3[C:12]([C:16]([O:18][CH:19]([O:21][C:22]([O:24][CH:25]4[CH2:30][CH2:29][CH2:28][CH2:27][CH2:26]4)=[O:23])[CH3:20])=[O:17])=[CH:13][CH:14]=[CH:15][C:10]=3[N:9]=[C:8]2[O:31][CH2:32][CH3:33])=[CH:4][CH:3]=1.[C:36]1([CH3:57])[CH:41]=[CH:40][CH:39]=[CH:38][C:37]=1P([C:37]1[CH:38]=[CH:39][CH:40]=[CH:41][C:36]=1[CH3:57])[C:37]1[CH:38]=[CH:39][CH:40]=[CH:41][C:36]=1[CH3:57].C([N:61](C(C)C)CC)(C)C, predict the reaction product. The product is: [CH:25]1([O:24][C:22]([O:21][CH:19]([O:18][C:16]([C:12]2[C:11]3[N:7]([CH2:6][C:5]4[CH:34]=[CH:35][C:2]([C:37]5[CH:38]=[CH:39][CH:40]=[CH:41][C:36]=5[C:57]#[N:61])=[CH:3][CH:4]=4)[C:8]([O:31][CH2:32][CH3:33])=[N:9][C:10]=3[CH:15]=[CH:14][CH:13]=2)=[O:17])[CH3:20])=[O:23])[CH2:30][CH2:29][CH2:28][CH2:27][CH2:26]1. (2) The product is: [CH3:1][O:2][C:3]([C:5]1([CH:13]=[O:14])[CH2:6][CH:7]([CH2:9][CH2:10][CH2:11][CH3:12])[CH2:8]1)=[O:4]. Given the reactants [CH3:1][O:2][C:3]([C:5]1([C:13](OC)=[O:14])[CH2:8][CH:7]([CH2:9][CH2:10][CH2:11][CH3:12])[CH2:6]1)=[O:4].[H-].C([Al+]CC(C)C)C(C)C, predict the reaction product. (3) Given the reactants [CH3:1][CH:2]([CH3:22])[CH2:3][C@H:4]([N:8]1[CH2:16][C:15]2[C:10](=[CH:11][CH:12]=[CH:13][C:14]=2[C:17]([F:20])([F:19])[F:18])[C:9]1=[O:21])[C:5]([OH:7])=O.C(Cl)(=O)C(Cl)=O.[NH2:29][C:30]1[CH:35]=[N:34][CH:33]=[CH:32][N:31]=1.N1C(C)=CC=CC=1C, predict the reaction product. The product is: [N:31]1[CH:32]=[CH:33][N:34]=[CH:35][C:30]=1[NH:29][C:5](=[O:7])[C@@H:4]([N:8]1[CH2:16][C:15]2[C:10](=[CH:11][CH:12]=[CH:13][C:14]=2[C:17]([F:19])([F:18])[F:20])[C:9]1=[O:21])[CH2:3][CH:2]([CH3:22])[CH3:1].